From a dataset of Reaction yield outcomes from USPTO patents with 853,638 reactions. Predict the reaction yield, written as a fraction of the theoretical maximum amount of product (1.0 means a 100% yield; for example, 0.34 means a 34% yield). (1) The reactants are [C:1]([C:3]1[CH:8]=[CH:7][C:6]([C@@H:9]2[C:14]([C:15]#[N:16])=[C:13]([CH3:17])[N:12]([C:18]3[CH:23]=[CH:22][CH:21]=[C:20]([C:24]([F:27])([F:26])[F:25])[CH:19]=3)[C:11](=[O:28])[NH:10]2)=[C:5]([S:29]([CH3:32])(=[O:31])=[O:30])[CH:4]=1)#[N:2].[H-].[Na+].[CH:35]1([S:38](Cl)(=[O:40])=[O:39])[CH2:37][CH2:36]1. No catalyst specified. The product is [C:1]([C:3]1[CH:8]=[CH:7][C:6]([C@@H:9]2[C:14]([C:15]#[N:16])=[C:13]([CH3:17])[N:12]([C:18]3[CH:23]=[CH:22][CH:21]=[C:20]([C:24]([F:27])([F:26])[F:25])[CH:19]=3)[C:11](=[O:28])[N:10]2[S:38]([CH:35]2[CH2:37][CH2:36]2)(=[O:40])=[O:39])=[C:5]([S:29]([CH3:32])(=[O:31])=[O:30])[CH:4]=1)#[N:2]. The yield is 0.470. (2) The yield is 0.610. The reactants are P(Cl)(Cl)(Cl)=O.[Br:6][C:7]1[CH:16]=[C:15]2[C:10]([C:11]([NH:20][C:21]3[CH:26]=[CH:25][C:24]([CH3:27])=[CH:23][C:22]=3[F:28])=[C:12]([C:17]([NH2:19])=O)[N:13]=[N:14]2)=[CH:9][CH:8]=1.C(N(CC)CC)C. The catalyst is C(Cl)Cl. The product is [Br:6][C:7]1[CH:16]=[C:15]2[C:10]([C:11]([NH:20][C:21]3[CH:26]=[CH:25][C:24]([CH3:27])=[CH:23][C:22]=3[F:28])=[C:12]([C:17]#[N:19])[N:13]=[N:14]2)=[CH:9][CH:8]=1. (3) The reactants are [NH2:1][C:2]1[CH:7]=[CH:6][C:5]([C:8]2[N:9]([CH2:22][CH3:23])[C:10]3[C:15]([C:16]=2[C:17]#[N:18])=[CH:14][CH:13]=[C:12]([O:19][CH2:20][CH3:21])[CH:11]=3)=[CH:4][CH:3]=1.Cl[CH2:25][C:26]([N:28]=[C:29]=[O:30])=[O:27].C1CCN2C(=NCCC2)CC1. The catalyst is O1CCOCC1. The product is [O:30]=[C:29]1[NH:28][C:26](=[O:27])[CH2:25][N:1]1[C:2]1[CH:3]=[CH:4][C:5]([C:8]2[N:9]([CH2:22][CH3:23])[C:10]3[C:15]([C:16]=2[C:17]#[N:18])=[CH:14][CH:13]=[C:12]([O:19][CH2:20][CH3:21])[CH:11]=3)=[CH:6][CH:7]=1. The yield is 0.790. (4) The reactants are [I-].[CH3:2][S+](C)(C)=O.[H-].[Na+].[F:9][C:10]1[CH:11]=[C:12]([CH:17]=[CH:18][C:19]([N:21]([O:23][CH3:24])[CH3:22])=[O:20])[CH:13]=[CH:14][C:15]=1[CH3:16].O. The catalyst is CN(C=O)C.C(Cl)Cl. The product is [CH3:24][O:23][N:21]([CH3:22])[C:19]([CH:18]1[CH2:2][CH:17]1[C:12]1[CH:13]=[CH:14][C:15]([CH3:16])=[C:10]([F:9])[CH:11]=1)=[O:20]. The yield is 0.590. (5) The reactants are [O:1]1[CH2:6][CH2:5][N:4]([CH:7]2[CH2:12][CH2:11][N:10]([C:13]3[O:14][CH2:15][C:16](=[O:23])[C:17]=3[C:18]([O:20][CH2:21][CH3:22])=[O:19])[CH2:9][CH2:8]2)[CH2:3][CH2:2]1.[NH:24]1[C:32]2[C:27](=[CH:28][CH:29]=[CH:30][N:31]=2)[C:26]([CH:33]=O)=[CH:25]1.N1CCCCC1. The catalyst is C(O)C. The product is [NH:24]1[C:32]2=[N:31][CH:30]=[CH:29][CH:28]=[C:27]2[C:26]([CH:33]=[C:15]2[O:14][C:13]([N:10]3[CH2:9][CH2:8][CH:7]([N:4]4[CH2:5][CH2:6][O:1][CH2:2][CH2:3]4)[CH2:12][CH2:11]3)=[C:17]([C:18]([O:20][CH2:21][CH3:22])=[O:19])[C:16]2=[O:23])=[CH:25]1. The yield is 0.130. (6) The reactants are C([NH:9][C:10]([NH:12][C:13]1[C:18]([S:19][C:20]2[CH:25]=[CH:24][CH:23]=[CH:22][CH:21]=2)=[CH:17][C:16]([Br:26])=[CH:15][N:14]=1)=[S:11])(=O)C1C=CC=CC=1.CO.[OH-].[Na+]. The catalyst is O. The product is [Br:26][C:16]1[CH:17]=[C:18]([S:19][C:20]2[CH:21]=[CH:22][CH:23]=[CH:24][CH:25]=2)[C:13]([NH:12][C:10]([NH2:9])=[S:11])=[N:14][CH:15]=1. The yield is 0.965. (7) The reactants are C(=O)([O-])[O-].[K+].[K+].Cl[C:8]1[CH:13]=[CH:12][C:11](/[CH:14]=[CH:15]/[C:16]2[CH:21]=[CH:20][C:19]([N+:22]([O-:24])=[O:23])=[CH:18][CH:17]=2)=[CH:10][N:9]=1.[CH2:25]([OH:34])[CH2:26][O:27][CH2:28][CH2:29][O:30][CH2:31][CH2:32][OH:33].O. The catalyst is CN(C=O)C. The product is [OH:34][CH2:25][CH2:26][O:27][CH2:28][CH2:29][O:30][CH2:31][CH2:32][O:33][C:8]1[CH:13]=[CH:12][C:11](/[CH:14]=[CH:15]/[C:16]2[CH:21]=[CH:20][C:19]([N+:22]([O-:24])=[O:23])=[CH:18][CH:17]=2)=[CH:10][N:9]=1. The yield is 0.770.